From a dataset of Orexin1 receptor HTS with 218,158 compounds and 233 confirmed actives. Binary Classification. Given a drug SMILES string, predict its activity (active/inactive) in a high-throughput screening assay against a specified biological target. (1) The result is 0 (inactive). The drug is s1c(C(=O)CCC(OCC(=O)NC2C(C(CCC2)C)C)=O)ccc1. (2) The drug is Brc1c(C2NC(=O)Cc3c2cc(OC)c(OC)c3)cccc1. The result is 0 (inactive). (3) The molecule is s1c2c(N3CCC(CC3)C(=O)NCCN3CCOCC3)ncnc2c2c1cccc2F. The result is 0 (inactive). (4) The drug is Clc1ccc(SCC(=O)Cc2nc(Nc3cc(ccc3)C)nc(n2)N)cc1. The result is 0 (inactive). (5) The compound is S(CC(=O)NCCCc1ccccc1)c1[nH]ncn1. The result is 0 (inactive). (6) The compound is S(=O)(=O)(N1CCC(c2c(n(c3c2cccc3)CC)C)=CC1)c1ccccc1. The result is 0 (inactive). (7) The drug is S(=O)(=O)(N\N=C(\c1sccc1)C)c1ccc(cc1)C. The result is 0 (inactive).